Predict the reactants needed to synthesize the given product. From a dataset of Full USPTO retrosynthesis dataset with 1.9M reactions from patents (1976-2016). (1) Given the product [O:9]=[C:5]([CH2:11][C:12]1[CH:17]=[CH:16][CH:15]=[CH:14][CH:13]=1)[CH2:6][CH2:7][CH:8]1[NH:4][C:3](=[O:10])[CH2:2][CH2:1]1, predict the reactants needed to synthesize it. The reactants are: [CH2:1]1[CH:8]2[N:4]([C:5](=[O:9])[CH2:6][CH2:7]2)[C:3](=[O:10])[CH2:2]1.[CH2:11]([Mg]Cl)[C:12]1[CH:17]=[CH:16][CH:15]=[CH:14][CH:13]=1. (2) Given the product [CH3:40][N:41]([CH3:42])[C:25]([C:18]1[C:19]2[CH:20]=[CH:21][CH:22]=[N:23][C:24]=2[C:15]([OH:14])=[C:16]2[C:30](=[O:31])[N:29]([CH2:32][C:33]3[CH:34]=[CH:35][C:36]([F:39])=[CH:37][CH:38]=3)[CH2:28][C:17]=12)=[O:26], predict the reactants needed to synthesize it. The reactants are: C([O:14][C:15]1[C:24]2[N:23]=[CH:22][CH:21]=[CH:20][C:19]=2[C:18]([C:25](O)=[O:26])=[C:17]2[CH2:28][N:29]([CH2:32][C:33]3[CH:38]=[CH:37][C:36]([F:39])=[CH:35][CH:34]=3)[C:30](=[O:31])[C:16]=12)(C1C=CC=CC=1)C1C=CC=CC=1.[CH3:40][NH:41][CH3:42].C(N(C(C)C)CC)(C)C.F[P-](F)(F)(F)(F)F.N1(OC(N(C)C)=[N+](C)C)C2N=CC=CC=2N=N1. (3) Given the product [CH2:9]([CH:5]1[NH:4][C:3](=[NH:10])[N:2]([CH3:1])[C:7](=[O:8])[CH2:6]1)[CH3:14], predict the reactants needed to synthesize it. The reactants are: [CH3:1][N:2]1[C:7](=[O:8])[CH2:6][CH:5]([CH3:9])[NH:4][C:3]1=[N:10]C(=O)[O-].[C:14](O)(C(F)(F)F)=O.C(Cl)Cl. (4) Given the product [C:21]([O:20][C:18]([NH:17][C@H:4]([C:3]1[N:26]=[C:27]2[CH:28]=[CH:29][C:30]([C:33]3[CH:40]=[CH:39][C:36]([C:37]#[N:38])=[CH:35][CH:34]=3)=[CH:31][N:32]2[CH:2]=1)[C@@H:5]([CH3:16])[C:6]([O:8][CH2:9][C:10]1[CH:15]=[CH:14][CH:13]=[CH:12][CH:11]=1)=[O:7])=[O:19])([CH3:24])([CH3:23])[CH3:22], predict the reactants needed to synthesize it. The reactants are: Br[CH2:2][C:3](=O)[C@@H:4]([NH:17][C:18]([O:20][C:21]([CH3:24])([CH3:23])[CH3:22])=[O:19])[C@@H:5]([CH3:16])[C:6]([O:8][CH2:9][C:10]1[CH:15]=[CH:14][CH:13]=[CH:12][CH:11]=1)=[O:7].[NH2:26][C:27]1[N:32]=[CH:31][C:30]([C:33]2[CH:40]=[CH:39][C:36]([C:37]#[N:38])=[CH:35][CH:34]=2)=[CH:29][CH:28]=1. (5) Given the product [Br:1][C:2]1[CH:7]=[CH:6][CH:5]=[CH:4][C:3]=1[C:8](=[O:18])/[C:9](/[S:10][C:11]1[CH:16]=[CH:15][C:14]([Br:17])=[CH:13][CH:12]=1)=[CH:24]\[C:23]1[CH:26]=[CH:27][C:20]([Br:19])=[CH:21][CH:22]=1, predict the reactants needed to synthesize it. The reactants are: [Br:1][C:2]1[CH:7]=[CH:6][CH:5]=[CH:4][C:3]=1[C:8](=[O:18])[CH2:9][S:10][C:11]1[CH:16]=[CH:15][C:14]([Br:17])=[CH:13][CH:12]=1.[Br:19][C:20]1[CH:27]=[CH:26][C:23]([CH:24]=O)=[CH:22][CH:21]=1. (6) Given the product [C:9]([O:12][C:4]1([N:7]=[O:8])[CH2:5][CH2:6][O:1][CH2:2][CH2:3]1)(=[O:11])[CH3:10], predict the reactants needed to synthesize it. The reactants are: [O:1]1[CH2:6][CH2:5][C:4](=[N:7][OH:8])[CH2:3][CH2:2]1.[C:9]([O-:12])(=[O:11])[CH3:10].[C:9]([O-:12])(=[O:11])[CH3:10].[C:9]([O-:12])(=[O:11])[CH3:10].[C:9]([O-:12])(=[O:11])[CH3:10].[Pb+4]. (7) Given the product [N:14]1([C:10]2[C:9]3[CH2:8][CH2:7][C:6]4[C:20](=[CH:21][CH:22]=[CH:23][CH:5]=4)[C:4]=3[C:23]3[C:5]4[C:6]([CH2:20][C:2]=3[C:11]=2[C:12]#[N:13])=[CH:7][CH:8]=[CH:9][CH:4]=4)[CH2:15][CH2:16][CH2:17][CH2:18][CH2:19]1, predict the reactants needed to synthesize it. The reactants are: O=[C:2]1[C:11]([C:12]#[N:13])=[C:10]([N:14]2[CH2:19][CH2:18][CH2:17][CH2:16][CH2:15]2)[C:9]2[CH2:8][CH2:7][C:6]3[CH:20]=[CH:21][CH:22]=[CH:23][C:5]=3[C:4]=2O1.[H-].[Na+]. (8) Given the product [CH3:1][C:2]1([CH3:28])[O:6][CH:5]([CH2:7][CH2:8][O:9][C:10]2[CH:11]=[C:12]([CH2:13][N:30]([CH3:31])[CH3:29])[CH:15]=[C:16]([O:18][CH2:19][CH2:20][CH:21]3[CH2:25][O:24][C:23]([CH3:27])([CH3:26])[O:22]3)[CH:17]=2)[CH2:4][O:3]1, predict the reactants needed to synthesize it. The reactants are: [CH3:1][C:2]1([CH3:28])[O:6][CH:5]([CH2:7][CH2:8][O:9][C:10]2[CH:11]=[C:12]([CH:15]=[C:16]([O:18][CH2:19][CH2:20][CH:21]3[CH2:25][O:24][C:23]([CH3:27])([CH3:26])[O:22]3)[CH:17]=2)[CH:13]=O)[CH2:4][O:3]1.[CH3:29][NH:30][CH3:31].C(O)(=O)C.C(O[BH-](OC(=O)C)OC(=O)C)(=O)C.[Na+].